This data is from Full USPTO retrosynthesis dataset with 1.9M reactions from patents (1976-2016). The task is: Predict the reactants needed to synthesize the given product. (1) Given the product [F:20][C:21]1[CH:29]=[CH:28][C:24]([C:25]([NH:19][C:3]2[CH:4]=[CH:5][C:6]([N:8]3[CH2:12][CH2:11][CH:10]([N:13]4[CH2:17][CH2:16][CH2:15][CH:14]4[CH3:18])[CH2:9]3)=[CH:7][C:2]=2[CH3:1])=[O:26])=[CH:23][CH:22]=1, predict the reactants needed to synthesize it. The reactants are: [CH3:1][C:2]1[CH:7]=[C:6]([N:8]2[CH2:12][CH2:11][CH:10]([N:13]3[CH2:17][CH2:16][CH2:15][CH:14]3[CH3:18])[CH2:9]2)[CH:5]=[CH:4][C:3]=1[NH2:19].[F:20][C:21]1[CH:29]=[CH:28][C:24]([C:25](Cl)=[O:26])=[CH:23][CH:22]=1. (2) Given the product [Cl:31][C:32]1[CH:33]=[CH:34][C:35]([CH:44]2[CH2:45][CH2:46][N:47]([C:27]([C@@H:20]3[CH2:21][C@H:22]([N:24]([CH3:25])[CH3:26])[CH2:23][C@H:19]3[C:13]3[CH:14]=[CH:15][C:16]([F:18])=[CH:17][C:12]=3[F:11])=[O:29])[CH2:48][CH2:49]2)=[C:36]([C@@H:38]([NH:40][C:41](=[O:43])[CH3:42])[CH3:39])[CH:37]=1, predict the reactants needed to synthesize it. The reactants are: C(N(CC)C(C)C)(C)C.Cl.[F:11][C:12]1[CH:17]=[C:16]([F:18])[CH:15]=[CH:14][C:13]=1[C@@H:19]1[CH2:23][C@@H:22]([N:24]([CH3:26])[CH3:25])[CH2:21][C@H:20]1[C:27]([OH:29])=O.Cl.[Cl:31][C:32]1[CH:33]=[CH:34][C:35]([CH:44]2[CH2:49][CH2:48][NH:47][CH2:46][CH2:45]2)=[C:36]([C@@H:38]([NH:40][C:41](=[O:43])[CH3:42])[CH3:39])[CH:37]=1.F[P-](F)(F)(F)(F)F.C[N+](C)=C(N(C)C)O. (3) Given the product [CH3:32][O:31][C:4]1[CH:3]=[C:2]([O:1][C:40]([O:41][CH3:42])=[O:43])[CH:7]=[CH:6][C:5]=1[C:8]1[C:9]([CH2:21][O:22][C:23]([C:25]2[S:26][C:27]([CH3:30])=[CH:28][CH:29]=2)=[O:24])=[C:10]2[C:15](=[CH:16][CH:17]=1)[NH:14][C:13]([CH3:18])([CH3:19])[CH:12]=[C:11]2[CH3:20], predict the reactants needed to synthesize it. The reactants are: [OH:1][C:2]1[CH:7]=[CH:6][C:5]([C:8]2[C:9]([CH2:21][O:22][C:23]([C:25]3[S:26][C:27]([CH3:30])=[CH:28][CH:29]=3)=[O:24])=[C:10]3[C:15](=[CH:16][CH:17]=2)[NH:14][C:13]([CH3:19])([CH3:18])[CH:12]=[C:11]3[CH3:20])=[C:4]([O:31][CH3:32])[CH:3]=1.C(N(CC)CC)C.[C:40](Cl)(=[O:43])[O:41][CH3:42]. (4) Given the product [CH3:18][C:17]1[CH:19]=[CH:20][C:14]([S:11]([O:9][CH2:8][CH2:7][CH2:6][CH2:5][CH2:4][CH:3]([O:2][CH3:1])[CH3:10])(=[O:13])=[O:12])=[CH:15][CH:16]=1, predict the reactants needed to synthesize it. The reactants are: [CH3:1][O:2][CH:3]([CH3:10])[CH2:4][CH2:5][CH2:6][CH2:7][CH2:8][OH:9].[S:11](Cl)([C:14]1[CH:20]=[CH:19][C:17]([CH3:18])=[CH:16][CH:15]=1)(=[O:13])=[O:12].C([O-])(O)=O.[Na+]. (5) The reactants are: [Cl:1][C:2]1[CH:3]=[C:4](B(O)O)[CH:5]=[N:6][C:7]=1[Cl:8].ClC1C=C([C:20]2[CH:32]=[CH:31][C:23]([C:24]([NH:26][S:27]([CH3:30])(=[O:29])=[O:28])=[O:25])=[CH:22][C:21]=2[O:33][CH3:34])C=NC=1F.C1(OC)CCCC1.C(=O)([O-])[O-].[Na+].[Na+]. Given the product [Cl:1][C:2]1[CH:3]=[C:4]([C:20]2[CH:32]=[CH:31][C:23]([C:24]([NH:26][S:27]([CH3:30])(=[O:29])=[O:28])=[O:25])=[CH:22][C:21]=2[O:33][CH3:34])[CH:5]=[N:6][C:7]=1[Cl:8], predict the reactants needed to synthesize it. (6) Given the product [CH3:32][S:33]([NH:1][CH2:2][C:3]1[N:4]=[N:5][N:6]([CH2:8][CH2:9][CH2:10][CH2:11][N:12]2[CH:16]=[C:15]([C:17]([NH:19][CH2:20][C:21]3[CH:26]=[CH:25][CH:24]=[C:23]([O:27][C:28]([F:29])([F:30])[F:31])[CH:22]=3)=[O:18])[N:14]=[N:13]2)[CH:7]=1)(=[O:35])=[O:34], predict the reactants needed to synthesize it. The reactants are: [NH2:1][CH2:2][C:3]1[N:4]=[N:5][N:6]([CH2:8][CH2:9][CH2:10][CH2:11][N:12]2[CH:16]=[C:15]([C:17]([NH:19][CH2:20][C:21]3[CH:26]=[CH:25][CH:24]=[C:23]([O:27][C:28]([F:31])([F:30])[F:29])[CH:22]=3)=[O:18])[N:14]=[N:13]2)[CH:7]=1.[CH3:32][S:33](Cl)(=[O:35])=[O:34]. (7) Given the product [F:1][C:2]1[CH:3]=[CH:4][C:5]2[NH:12][C:15](=[O:16])[N:8]([CH:9]([CH3:11])[CH3:10])[C:6]=2[CH:7]=1, predict the reactants needed to synthesize it. The reactants are: [F:1][C:2]1[CH:3]=[CH:4][C:5]([N+:12]([O-])=O)=[C:6]([NH:8][CH:9]([CH3:11])[CH3:10])[CH:7]=1.[C:15](N1C=CN=C1)(N1C=CN=C1)=[O:16].C1COCC1. (8) Given the product [F:1][C:2]([F:14])([F:13])[C:3]([C:6]1[NH:15][CH:8]=[CH:9][C:10](=[O:12])[CH:11]=1)([CH3:5])[CH3:4], predict the reactants needed to synthesize it. The reactants are: [F:1][C:2]([F:14])([F:13])[C:3]([C:6]1O[CH:8]=[CH:9][C:10](=[O:12])[CH:11]=1)([CH3:5])[CH3:4].[NH4+:15].[OH-]. (9) Given the product [O:15]1[CH2:20][CH2:19][CH2:18][CH:17]([NH:21][C:12]([C:4]2[C:3]3[C:7](=[C:8]([CH3:11])[CH:9]=[CH:10][C:2]=3[F:1])[NH:6][CH:5]=2)=[O:14])[CH2:16]1, predict the reactants needed to synthesize it. The reactants are: [F:1][C:2]1[CH:10]=[CH:9][C:8]([CH3:11])=[C:7]2[C:3]=1[C:4]([C:12]([OH:14])=O)=[CH:5][NH:6]2.[O:15]1[CH2:20][CH2:19][CH2:18][CH:17]([NH2:21])[CH2:16]1.